This data is from Full USPTO retrosynthesis dataset with 1.9M reactions from patents (1976-2016). The task is: Predict the reactants needed to synthesize the given product. Given the product [Cl:9][Si:10]([Cl:12])([Cl:11])[CH:7]([C:1]1[CH:6]=[CH:5][CH:4]=[CH:3][CH:2]=1)[CH2:8][Si:10]([Cl:12])([Cl:11])[Cl:9], predict the reactants needed to synthesize it. The reactants are: [C:1]1([C:7]#[CH:8])[CH:6]=[CH:5][CH:4]=[CH:3][CH:2]=1.[Cl:9][SiH:10]([Cl:12])[Cl:11].